This data is from Full USPTO retrosynthesis dataset with 1.9M reactions from patents (1976-2016). The task is: Predict the reactants needed to synthesize the given product. Given the product [C:17]([O:18][C:58](=[O:60])[NH:57][C@:8]1([C:14](=[O:16])[NH:35][S:32]([CH:29]2[CH2:31][CH2:30]2)(=[O:34])=[O:33])[CH2:10][C@H:9]1[CH:11]=[CH2:12])([CH3:19])([CH3:24])[CH3:36], predict the reactants needed to synthesize it. The reactants are: C([C@:8]1([C:14]([OH:16])=O)[CH2:10][C@:9]1(N)[CH:11]=[CH2:12])(OC(C)(C)C)=O.[C:17]([C:24]1NC=CN=1)([C:19]1NC=CN=1)=[O:18].[CH:29]1([S:32]([NH2:35])(=[O:34])=[O:33])[CH2:31][CH2:30]1.[CH:36](N(C(C)C)CC)(C)C.C1CCN2C(=NCCC2)CC1.C[N:57](C)[C:58](=[O:60])C.